From a dataset of Catalyst prediction with 721,799 reactions and 888 catalyst types from USPTO. Predict which catalyst facilitates the given reaction. (1) Reactant: C[O:2][C:3]1[CH:8]=[CH:7][CH:6]=[CH:5][C:4]=1[C:9]1[N:10]([CH2:21][CH2:22][C:23]2[CH:28]=[CH:27][CH:26]=[CH:25][CH:24]=2)[C:11](=[O:20])[C:12]2[CH2:19][CH2:18][O:17][CH2:16][CH2:15][C:13]=2[N:14]=1.Cl.N1C=CC=CC=1. Product: [OH:2][C:3]1[CH:8]=[CH:7][CH:6]=[CH:5][C:4]=1[C:9]1[N:10]([CH2:21][CH2:22][C:23]2[CH:24]=[CH:25][CH:26]=[CH:27][CH:28]=2)[C:11](=[O:20])[C:12]2[CH2:19][CH2:18][O:17][CH2:16][CH2:15][C:13]=2[N:14]=1. The catalyst class is: 4. (2) Product: [F:23][C:20]1[CH:19]=[CH:18][C:17]([C:11]2[C:10]3[C:14](=[CH:15][CH:16]=[C:8]([C:6]4[NH:24][N:25]=[C:26]([CH2:27][O:28][CH2:29][C:30]5[CH:35]=[CH:34][CH:33]=[CH:32][CH:31]=5)[N:7]=4)[CH:9]=3)[NH:13][N:12]=2)=[CH:22][CH:21]=1. Reactant: Cl.Cl.C(O[C:6]([C:8]1[CH:9]=[C:10]2[C:14](=[CH:15][CH:16]=1)[NH:13][N:12]=[C:11]2[C:17]1[CH:22]=[CH:21][C:20]([F:23])=[CH:19][CH:18]=1)=[NH:7])C.[NH2:24][NH:25][C:26](=O)[CH2:27][O:28][CH2:29][C:30]1[CH:35]=[CH:34][CH:33]=[CH:32][CH:31]=1.C[O-].[Na+]. The catalyst class is: 5.